Dataset: NCI-60 drug combinations with 297,098 pairs across 59 cell lines. Task: Regression. Given two drug SMILES strings and cell line genomic features, predict the synergy score measuring deviation from expected non-interaction effect. (1) Drug 2: CC1OCC2C(O1)C(C(C(O2)OC3C4COC(=O)C4C(C5=CC6=C(C=C35)OCO6)C7=CC(=C(C(=C7)OC)O)OC)O)O. Cell line: UO-31. Synergy scores: CSS=37.4, Synergy_ZIP=-9.75, Synergy_Bliss=-3.59, Synergy_Loewe=-0.695, Synergy_HSA=0.607. Drug 1: CC1=C2C(C(=O)C3(C(CC4C(C3C(C(C2(C)C)(CC1OC(=O)C(C(C5=CC=CC=C5)NC(=O)OC(C)(C)C)O)O)OC(=O)C6=CC=CC=C6)(CO4)OC(=O)C)OC)C)OC. (2) Drug 1: CNC(=O)C1=NC=CC(=C1)OC2=CC=C(C=C2)NC(=O)NC3=CC(=C(C=C3)Cl)C(F)(F)F. Drug 2: C1=CC=C(C(=C1)C(C2=CC=C(C=C2)Cl)C(Cl)Cl)Cl. Cell line: IGROV1. Synergy scores: CSS=24.2, Synergy_ZIP=9.13, Synergy_Bliss=11.5, Synergy_Loewe=10.0, Synergy_HSA=10.3. (3) Drug 1: C1=CN(C=N1)CC(O)(P(=O)(O)O)P(=O)(O)O. Drug 2: C1CCC(C(C1)N)N.C(=O)(C(=O)[O-])[O-].[Pt+4]. Cell line: UACC62. Synergy scores: CSS=25.4, Synergy_ZIP=-1.30, Synergy_Bliss=1.46, Synergy_Loewe=-2.43, Synergy_HSA=1.62. (4) Drug 1: C1=NC2=C(N=C(N=C2N1C3C(C(C(O3)CO)O)F)Cl)N. Drug 2: CC(C)CN1C=NC2=C1C3=CC=CC=C3N=C2N. Cell line: M14. Synergy scores: CSS=15.8, Synergy_ZIP=-3.41, Synergy_Bliss=0.153, Synergy_Loewe=-10.3, Synergy_HSA=-2.15.